Dataset: Peptide-MHC class I binding affinity with 185,985 pairs from IEDB/IMGT. Task: Regression. Given a peptide amino acid sequence and an MHC pseudo amino acid sequence, predict their binding affinity value. This is MHC class I binding data. (1) The peptide sequence is PFPSQQPYL. The MHC is HLA-A01:01 with pseudo-sequence HLA-A01:01. The binding affinity (normalized) is 0.291. (2) The peptide sequence is CRIPVIVAD. The MHC is H-2-Db with pseudo-sequence H-2-Db. The binding affinity (normalized) is 0. (3) The peptide sequence is FPCSICLSGL. The MHC is HLA-B54:01 with pseudo-sequence HLA-B54:01. The binding affinity (normalized) is 0.614. (4) The peptide sequence is FVNFVKDMI. The MHC is HLA-A30:01 with pseudo-sequence HLA-A30:01. The binding affinity (normalized) is 0. (5) The peptide sequence is EHSWNADLY. The MHC is HLA-A24:02 with pseudo-sequence HLA-A24:02. The binding affinity (normalized) is 0. (6) The peptide sequence is DWTDGSRGYR. The MHC is HLA-A33:01 with pseudo-sequence HLA-A33:01. The binding affinity (normalized) is 0.347.